From a dataset of Full USPTO retrosynthesis dataset with 1.9M reactions from patents (1976-2016). Predict the reactants needed to synthesize the given product. (1) Given the product [Br:17][C:14]1[CH:15]=[C:16]2[C:11](=[CH:12][CH:13]=1)[N:10]([C:18]1[N:27]=[C:26]([NH:28][C:29]3[CH:34]=[CH:33][C:32]([O:35][CH3:36])=[CH:31][CH:30]=3)[C:25]3[C:20](=[CH:21][CH:22]=[C:23]([C:37]4[O:38][CH:39]=[CH:40][CH:41]=4)[CH:24]=3)[N:19]=1)[CH:9]=[C:8]2[C:6](=[O:7])[CH2:5][CH2:4][C:3]([OH:42])=[O:2], predict the reactants needed to synthesize it. The reactants are: C[O:2][C:3](=[O:42])[CH2:4][CH2:5][C:6]([C:8]1[C:16]2[C:11](=[CH:12][CH:13]=[C:14]([Br:17])[CH:15]=2)[N:10]([C:18]2[N:27]=[C:26]([NH:28][C:29]3[CH:34]=[CH:33][C:32]([O:35][CH3:36])=[CH:31][CH:30]=3)[C:25]3[C:20](=[CH:21][CH:22]=[C:23]([C:37]4[O:38][CH:39]=[CH:40][CH:41]=4)[CH:24]=3)[N:19]=2)[CH:9]=1)=[O:7].[OH-].[Na+].O. (2) Given the product [NH2:1][C:2]1[CH:10]=[CH:9][C:5]([C:6]([NH:32][CH2:33][CH2:34][OH:35])=[O:8])=[CH:4][C:3]=1[O:11][CH3:12], predict the reactants needed to synthesize it. The reactants are: [NH2:1][C:2]1[CH:10]=[CH:9][C:5]([C:6]([OH:8])=O)=[CH:4][C:3]=1[O:11][CH3:12].C(N(CC)CC)C.Cl.CN(C)CCCN=C=NCC.[NH2:32][CH2:33][CH2:34][OH:35]. (3) Given the product [N:1]1[CH:6]=[CH:5][C:4]([CH:7]([C:8]([C:10]2[CH:19]=[CH:18][C:17]3[C:12](=[CH:13][CH:14]=[CH:15][CH:16]=3)[CH:11]=2)=[O:9])[CH2:23][C:24]([O:26][CH2:27][CH3:28])=[O:25])=[CH:3][CH:2]=1, predict the reactants needed to synthesize it. The reactants are: [N:1]1[CH:6]=[CH:5][C:4]([CH2:7][C:8]([C:10]2[CH:19]=[CH:18][C:17]3[C:12](=[CH:13][CH:14]=[CH:15][CH:16]=3)[CH:11]=2)=[O:9])=[CH:3][CH:2]=1.[H-].[Na+].Br[CH2:23][C:24]([O:26][CH2:27][CH3:28])=[O:25].[Cl-].[NH4+]. (4) Given the product [CH:1]1([C:7]2[CH:8]=[CH:9][C:10]([NH:13][C:26](=[O:27])[C@H:25]([NH:29][C:48]([NH:47][C:50]3[CH:62]=[CH:61][C:60]4[C:59]5[C:54](=[CH:55][CH:56]=[CH:57][CH:58]=5)[CH2:53][C:52]=4[CH:51]=3)=[O:49])[CH2:24][CH2:23][CH2:22][NH2:21])=[CH:11][CH:12]=2)[CH2:2][CH2:3][CH2:4][CH2:5][CH2:6]1, predict the reactants needed to synthesize it. The reactants are: [CH:1]1([C:7]2[CH:12]=[CH:11][C:10]([NH2:13])=[CH:9][CH:8]=2)[CH2:6][CH2:5][CH2:4][CH2:3][CH2:2]1.C(OC([NH:21][CH2:22][CH2:23][CH2:24][C@@H:25]([NH:29]C(OCC1C2C=CC=CC=2C2C1=CC=CC=2)=O)[C:26](O)=[O:27])=O)(C)(C)C.[N:47]([C:50]1[CH:62]=[CH:61][C:60]2[C:59]3[C:54](=[CH:55][CH:56]=[CH:57][CH:58]=3)[CH2:53][C:52]=2[CH:51]=1)=[C:48]=[O:49]. (5) Given the product [F:23][CH:22]([F:24])[CH2:21][O:3][C:4]1[CH:5]=[CH:6][C:7]([CH2:10][C:11]([OH:13])=[O:12])=[CH:8][CH:9]=1, predict the reactants needed to synthesize it. The reactants are: [H-].[Na+].[OH:3][C:4]1[CH:9]=[CH:8][C:7]([CH2:10][C:11]([O:13]C)=[O:12])=[CH:6][CH:5]=1.FC(F)(F)S(O[CH2:21][CH:22]([F:24])[F:23])(=O)=O.[Li+].[OH-].O.Cl. (6) Given the product [C:34]([O:33][C:31]([N:29]([CH3:30])[C:25]1[N:24]=[C:23]([CH2:22][CH2:21][O:20][C:17]2[N:16]=[CH:15][C:14]([CH2:13][C@@H:12]([C:38]([O:40][C:41]([CH3:44])([CH3:43])[CH3:42])=[O:39])[NH2:11])=[CH:19][CH:18]=2)[CH:28]=[CH:27][CH:26]=1)=[O:32])([CH3:36])([CH3:35])[CH3:37], predict the reactants needed to synthesize it. The reactants are: C(OC([NH:11][C@H:12]([C:38]([O:40][C:41]([CH3:44])([CH3:43])[CH3:42])=[O:39])[CH2:13][C:14]1[CH:15]=[N:16][C:17]([O:20][CH2:21][CH2:22][C:23]2[CH:28]=[CH:27][CH:26]=[C:25]([N:29]([C:31]([O:33][C:34]([CH3:37])([CH3:36])[CH3:35])=[O:32])[CH3:30])[N:24]=2)=[CH:18][CH:19]=1)=O)C1C=CC=CC=1. (7) Given the product [Cl:23][C:10]1[C:11]2[C:18]([C:26]3[CH:31]=[CH:30][CH:29]=[CH:28][CH:27]=3)=[CH:17][O:16][C:12]=2[N:13]=[CH:14][N:15]=1, predict the reactants needed to synthesize it. The reactants are: C1(C2C(=O)[C:11]34[CH2:18][CH2:17][O:16][C:12]3=[N:13][CH:14]=[N:15][C:10]4=CC=2)C=CC=CC=1.P(Cl)(Cl)([Cl:23])=O.[CH:26]1[CH:31]=[CH:30][CH:29]=[CH:28][CH:27]=1. (8) Given the product [Br:1][C:2]1[CH:3]=[C:4]([O:23][CH:30]2[C:26]3[C:25](=[N:24][CH:29]=[CH:28][CH:27]=3)[CH2:32][CH2:31]2)[C:5]([NH:8][C:9]2[S:13][N:12]=[C:11]([CH:14]3[CH2:19][CH2:18][N:17]([C:20](=[O:22])[CH3:21])[CH2:16][CH2:15]3)[N:10]=2)=[N:6][CH:7]=1, predict the reactants needed to synthesize it. The reactants are: [Br:1][C:2]1[CH:3]=[C:4]([OH:23])[C:5]([NH:8][C:9]2[S:13][N:12]=[C:11]([CH:14]3[CH2:19][CH2:18][N:17]([C:20](=[O:22])[CH3:21])[CH2:16][CH2:15]3)[N:10]=2)=[N:6][CH:7]=1.[N:24]1[CH:29]=[CH:28][CH:27]=[C:26]2[CH:30](O)[CH2:31][CH2:32][C:25]=12.C1(P(C2C=CC=CC=2)C2C=CC=CC=2)C=CC=CC=1.N(C(OC(C)C)=O)=NC(OC(C)C)=O. (9) The reactants are: [CH3:1][C:2]1[CH:7]=[C:6]([NH:8][C:9]2[N:10]=[CH:11][C:12]3[CH2:18][CH2:17][N:16](C(OC(C)(C)C)=O)[CH2:15][C:13]=3[N:14]=2)[CH:5]=[CH:4][N:3]=1.C(O)(C(F)(F)F)=O. Given the product [CH3:1][C:2]1[CH:7]=[C:6]([NH:8][C:9]2[N:10]=[CH:11][C:12]3[CH2:18][CH2:17][NH:16][CH2:15][C:13]=3[N:14]=2)[CH:5]=[CH:4][N:3]=1, predict the reactants needed to synthesize it. (10) Given the product [C:11]([Si:15]([C:22]1[CH:27]=[CH:26][CH:25]=[CH:24][CH:23]=1)([C:28]1[CH:33]=[CH:32][CH:31]=[CH:30][CH:29]=1)[O:16][CH2:17][CH2:18][CH2:19][CH:20]([C:4]1[CH:9]=[CH:8][C:7]([Cl:10])=[CH:6][CH:5]=1)[OH:21])([CH3:14])([CH3:12])[CH3:13], predict the reactants needed to synthesize it. The reactants are: II.Br[C:4]1[CH:9]=[CH:8][C:7]([Cl:10])=[CH:6][CH:5]=1.[C:11]([Si:15]([C:28]1[CH:33]=[CH:32][CH:31]=[CH:30][CH:29]=1)([C:22]1[CH:27]=[CH:26][CH:25]=[CH:24][CH:23]=1)[O:16][CH2:17][CH2:18][CH2:19][CH:20]=[O:21])([CH3:14])([CH3:13])[CH3:12].